This data is from Full USPTO retrosynthesis dataset with 1.9M reactions from patents (1976-2016). The task is: Predict the reactants needed to synthesize the given product. (1) Given the product [NH2:13][C:9]1[N:8]=[C:7]([C:6]2[N:2]([CH3:1])[C:3]([CH3:33])=[N:4][CH:5]=2)[C:12]([Cl:34])=[CH:11][N:10]=1, predict the reactants needed to synthesize it. The reactants are: [CH3:1][N:2]1[C:6]([C:7]2[CH:12]=[CH:11][N:10]=[C:9]([NH:13]C3C=CC(S(=O)(=O)NCCCN4CCCC4=O)=CC=3)[N:8]=2)=[CH:5][N:4]=[C:3]1[CH3:33].[Cl:34]N1C(=O)CCC1=O. (2) Given the product [CH2:1]([O:8][CH2:9][N:10]1[C:15](=[O:16])[C:14]([Br:17])=[N:13][N:12]([CH2:40][C:36]2[C:37]3[C:32](=[CH:31][C:30]([Br:29])=[CH:39][CH:38]=3)[CH:33]=[CH:34][CH:35]=2)[C:11]1=[O:28])[C:2]1[CH:7]=[CH:6][CH:5]=[CH:4][CH:3]=1, predict the reactants needed to synthesize it. The reactants are: [CH2:1]([O:8][CH2:9][N:10]1[C:15](=[O:16])[C:14]([Br:17])=[N:13][N:12](CC(F)(F)C2C=CC=CC=2)[C:11]1=[O:28])[C:2]1[CH:7]=[CH:6][CH:5]=[CH:4][CH:3]=1.[Br:29][C:30]1[CH:31]=[C:32]2[C:37](=[CH:38][CH:39]=1)[C:36]([CH2:40]O)=[CH:35][CH:34]=[CH:33]2. (3) Given the product [NH:1]([C:2]1[CH:7]=[CH:6][CH:5]=[CH:4][C:3]=1[S:8][C:9]1[CH:14]=[CH:13][CH:12]=[CH:11][C:10]=1[C:15]([N:17]1[CH2:18][CH2:19][N:20]([CH2:23][CH2:24][O:25][CH2:26][CH2:27][O:28][C:43](=[O:45])[CH3:44])[CH2:21][CH2:22]1)=[O:16])[C:36]([CH3:37])=[O:38], predict the reactants needed to synthesize it. The reactants are: [NH2:1][C:2]1[CH:7]=[CH:6][CH:5]=[CH:4][C:3]=1[S:8][C:9]1[CH:14]=[CH:13][CH:12]=[CH:11][C:10]=1[C:15]([N:17]1[CH2:22][CH2:21][N:20]([CH2:23][CH2:24][O:25][CH2:26][CH2:27][OH:28])[CH2:19][CH2:18]1)=[O:16].C(N(CC)CC)C.[C:36](OC(=O)C)(=[O:38])[CH3:37].[C:43](OCC)(=[O:45])[CH3:44].